Dataset: CYP1A2 inhibition data for predicting drug metabolism from PubChem BioAssay. Task: Regression/Classification. Given a drug SMILES string, predict its absorption, distribution, metabolism, or excretion properties. Task type varies by dataset: regression for continuous measurements (e.g., permeability, clearance, half-life) or binary classification for categorical outcomes (e.g., BBB penetration, CYP inhibition). Dataset: cyp1a2_veith. (1) The compound is CCCn1c(N)c(C(=O)CSc2nc(C)cs2)c(=O)n(C)c1=O. The result is 1 (inhibitor). (2) The drug is CCCn1nc(NC(=O)CC(C)C)c2cc3ccccc3nc21. The result is 1 (inhibitor). (3) The drug is Nc1[nH]c(=O)nc2c1ncn2[C@H]1O[C@@H](CO)[C@@H](O)[C@@H]1O. The result is 0 (non-inhibitor). (4) The molecule is N=C(N)SCCc1cccc(CCSC(=N)N)c1. The result is 0 (non-inhibitor). (5) The compound is Cc1ccccc1-n1nc2c(c1NC(=O)c1ccc(S(=O)(=O)N(C)C)cc1)CSC2. The result is 0 (non-inhibitor). (6) The compound is Cc1cc(C)c(-c2cc([C@H](C)O/N=C3\[C@@H]4CCn5c(=O)n(-c6ccccc6)c(=O)n5[C@H]4[C@H](O)[C@H]4O[C@H]34)on2)c(C)c1. The result is 0 (non-inhibitor).